From a dataset of Catalyst prediction with 721,799 reactions and 888 catalyst types from USPTO. Predict which catalyst facilitates the given reaction. (1) Reactant: [O:1]1[C:5]2[C:6]([C:10]([CH3:16])([CH3:15])[CH2:11][C:12]([OH:14])=O)=[CH:7][CH:8]=[CH:9][C:4]=2[CH2:3][CH2:2]1.Cl.[CH3:18][NH:19][O:20][CH3:21].Cl. Product: [CH3:18][N:19]([O:20][CH3:21])[C:12](=[O:14])[CH2:11][C:10]([C:6]1[C:5]2[O:1][CH2:2][CH2:3][C:4]=2[CH:9]=[CH:8][CH:7]=1)([CH3:16])[CH3:15]. The catalyst class is: 202. (2) Reactant: [C:1]([C:4]1[S:5][C:6]([Br:9])=[CH:7][CH:8]=1)(=[O:3])[CH3:2].[CH3:10][Mg]Br. Product: [Br:9][C:6]1[S:5][C:4]([C:1]([OH:3])([CH3:10])[CH3:2])=[CH:8][CH:7]=1. The catalyst class is: 1. (3) Reactant: Cl[C:2]1[CH:7]=[CH:6][N:5]=[C:4]([CH2:8][O:9][C:10]2[CH:15]=[CH:14][CH:13]=[CH:12][C:11]=2[CH2:16][C:17]([O:19]C)=[O:18])[CH:3]=1.Cl.[NH2:22][CH2:23][C:24]1[CH:25]=[C:26](B(O)O)[CH:27]=[CH:28][CH:29]=1.[OH-].[Na+]. Product: [NH2:22][CH2:23][C:24]1[CH:29]=[C:28]([C:2]2[CH:7]=[CH:6][N:5]=[C:4]([CH2:8][O:9][C:10]3[CH:15]=[CH:14][CH:13]=[CH:12][C:11]=3[CH2:16][C:17]([OH:19])=[O:18])[CH:3]=2)[CH:27]=[CH:26][CH:25]=1. The catalyst class is: 10. (4) Reactant: [CH2:1]([C:6]1[CH:13]=[CH:12][C:9]([CH:10]=O)=[CH:8][CH:7]=1)[CH2:2][CH2:3][CH2:4][CH3:5].C(OP([CH2:22][C:23]([O:25][CH2:26][CH3:27])=[O:24])(OCC)=O)C.[H-].[Na+]. Product: [CH2:1]([C:6]1[CH:13]=[CH:12][C:9](/[CH:10]=[CH:22]/[C:23]([O:25][CH2:26][CH3:27])=[O:24])=[CH:8][CH:7]=1)[CH2:2][CH2:3][CH2:4][CH3:5]. The catalyst class is: 1. (5) Reactant: [CH3:1][O:2][C:3]1[CH:4]=[CH:5][C:6]2[N:10]=[C:9]([S@:11]([CH2:13][C:14]3[C:19]([CH3:20])=[C:18]([O:21][CH3:22])[C:17]([CH3:23])=[CH:16][N:15]=3)=[O:12])[NH:8][C:7]=2[CH:24]=1. Product: [CH3:1][O:2][C:3]1[CH:4]=[CH:5][C:6]2[N:10]=[C:9]([S:11]([CH2:13][C:14]3[C:19]([CH3:20])=[C:18]([O:21][CH3:22])[C:17]([CH3:23])=[CH:16][N:15]=3)=[O:12])[NH:8][C:7]=2[CH:24]=1. The catalyst class is: 5.